Dataset: Forward reaction prediction with 1.9M reactions from USPTO patents (1976-2016). Task: Predict the product of the given reaction. (1) Given the reactants [Cl:1][C:2]1[CH:14]=[CH:13][C:5]2[CH:6]=[N:7][N:8]([CH3:12])[S:9](=[O:11])(=[O:10])[C:4]=2[C:3]=1[Cl:15], predict the reaction product. The product is: [Cl:1][C:2]1[CH:14]=[CH:13][C:5]2[CH2:6][NH:7][N:8]([CH3:12])[S:9](=[O:11])(=[O:10])[C:4]=2[C:3]=1[Cl:15]. (2) The product is: [CH3:34][N:2]([CH3:1])[CH:3]1[CH2:4][N:5]([C:7]2[CH:8]=[C:9]([O:32][CH3:33])[C:10]([NH:16][C:17]3[N:22]=[C:21]([C:23]4[CH:24]=[N:25][N:26]5[CH2:31][CH2:30][CH2:29][CH2:28][C:27]=45)[CH:20]=[CH:19][N:18]=3)=[CH:11][C:12]=2[NH2:13])[CH2:6]1. Given the reactants [CH3:1][N:2]([CH3:34])[CH:3]1[CH2:6][N:5]([C:7]2[C:12]([N+:13]([O-])=O)=[CH:11][C:10]([NH:16][C:17]3[N:22]=[C:21]([C:23]4[CH:24]=[N:25][N:26]5[CH2:31][CH2:30][CH2:29][CH2:28][C:27]=45)[CH:20]=[CH:19][N:18]=3)=[C:9]([O:32][CH3:33])[CH:8]=2)[CH2:4]1.[NH4+].[Cl-], predict the reaction product. (3) The product is: [F:1][C:2]1[C:7]([CH3:8])=[CH:6][CH:5]=[CH:4][C:3]=1[OH:14]. Given the reactants [F:1][C:2]1[C:7]([CH3:8])=[CH:6][CH:5]=[CH:4][C:3]=1B(O)O.C(O)(=[O:14])C.OO, predict the reaction product. (4) Given the reactants [F:1][C:2]([F:19])([F:18])[C:3]1[CH:4]=[C:5]([C:9](=O)[CH2:10][C:11](=O)[C:12]([F:15])([F:14])[F:13])[CH:6]=[CH:7][CH:8]=1.[NH2:20][C:21]1[C:25]([C:26]2[CH:31]=[CH:30][N:29]=[CH:28][CH:27]=2)=[CH:24][NH:23][N:22]=1, predict the reaction product. The product is: [F:1][C:2]([F:19])([F:18])[C:3]1[CH:4]=[C:5]([C:9]2[CH:10]=[C:11]([C:12]([F:15])([F:14])[F:13])[N:22]3[N:23]=[CH:24][C:25]([C:26]4[CH:31]=[CH:30][N:29]=[CH:28][CH:27]=4)=[C:21]3[N:20]=2)[CH:6]=[CH:7][CH:8]=1. (5) Given the reactants [CH2:1]([C:3]1[O:4][C:5]([C:10]2[CH:15]=[CH:14][C:13]([C:16]([F:19])([F:18])[F:17])=[CH:12][CH:11]=2)=[CH:6][C:7]=1[CH2:8][OH:9])[CH3:2], predict the reaction product. The product is: [CH2:1]([C:3]1[O:4][C:5]([C:10]2[CH:15]=[CH:14][C:13]([C:16]([F:19])([F:17])[F:18])=[CH:12][CH:11]=2)=[CH:6][C:7]=1[CH:8]=[O:9])[CH3:2]. (6) Given the reactants [C:1]([C:3]1([NH:6][C:7](=[O:34])[C@@H:8]([NH:13][C@@H:14]([C:20]2[CH:25]=[CH:24][C:23]([C:26]3[CH:31]=[CH:30][C:29](F)=[CH:28][C:27]=3F)=[CH:22][CH:21]=2)[C:15]2[S:16][CH:17]=[CH:18][N:19]=2)[CH2:9][CH:10]([CH3:12])[CH3:11])[CH2:5][CH2:4]1)#[N:2].C(C1(NC(=O)[C@@H](N[C@@H](C2C=CC(Br)=CC=2)C2SC=CN=2)CC(C)C)CC1)#N.[CH3:62][S:63](C1C=CC(B(O)O)=CC=1)(=[O:65])=[O:64], predict the reaction product. The product is: [C:1]([C:3]1([NH:6][C:7](=[O:34])[C@@H:8]([NH:13][C@@H:14]([C:20]2[CH:25]=[CH:24][C:23]([C:26]3[CH:31]=[CH:30][C:29]([S:63]([CH3:62])(=[O:65])=[O:64])=[CH:28][CH:27]=3)=[CH:22][CH:21]=2)[C:15]2[S:16][CH:17]=[CH:18][N:19]=2)[CH2:9][CH:10]([CH3:12])[CH3:11])[CH2:5][CH2:4]1)#[N:2]. (7) Given the reactants [C:1]([C:3]1[CH:8]=[CH:7][C:6]([CH:9]2[CH2:14][CH2:13][N:12]([C:15]([C:17]3[CH:18]=[CH:19][C:20]([CH3:47])=[C:21]([NH:23][S:24]([C:27]4[CH:46]=[CH:45][CH:44]=[CH:43][C:28]=4[C:29]([NH:31]CC4C=CC(OC)=CC=4OC)=[O:30])(=[O:26])=[O:25])[CH:22]=3)=[O:16])[CH2:11][CH2:10]2)=[CH:5][CH:4]=1)#[N:2].C1(SC)C=CC=CC=1.FC(F)(F)C(O)=O.CCOC(C)=O, predict the reaction product. The product is: [C:1]([C:3]1[CH:8]=[CH:7][C:6]([CH:9]2[CH2:14][CH2:13][N:12]([C:15]([C:17]3[CH:18]=[CH:19][C:20]([CH3:47])=[C:21]([NH:23][S:24]([C:27]4[CH:46]=[CH:45][CH:44]=[CH:43][C:28]=4[C:29]([NH2:31])=[O:30])(=[O:26])=[O:25])[CH:22]=3)=[O:16])[CH2:11][CH2:10]2)=[CH:5][CH:4]=1)#[N:2]. (8) Given the reactants [OH:1][C:2]1[CH:11]=[CH:10][C:5]([C:6]([NH:8][NH2:9])=O)=[CH:4][CH:3]=1.I.CS[C:15](=[NH:28])[NH:16][C:17]1[CH:22]=[CH:21][C:20]([O:23][C:24]([F:27])([F:26])[F:25])=[CH:19][CH:18]=1, predict the reaction product. The product is: [F:25][C:24]([F:26])([F:27])[O:23][C:20]1[CH:19]=[CH:18][C:17]([NH:16][C:15]2[NH:28][C:6]([C:5]3[CH:10]=[CH:11][C:2]([OH:1])=[CH:3][CH:4]=3)=[N:8][N:9]=2)=[CH:22][CH:21]=1. (9) Given the reactants C(NCC=C)C=C.[CH2:8]([N:11](CC=C)[C:12]1[CH:17]=[CH:16][C:15]([C:18]2([C:21]([O:23][C:24]([CH3:27])([CH3:26])[CH3:25])=[O:22])[CH2:20][CH2:19]2)=[CH:14][CH:13]=1)[CH:9]=[CH2:10], predict the reaction product. The product is: [C:24]([O:23][C:21]([C:18]1([C:15]2[CH:16]=[CH:17][C:12]([NH:11][CH2:8][CH:9]=[CH2:10])=[CH:13][CH:14]=2)[CH2:19][CH2:20]1)=[O:22])([CH3:27])([CH3:26])[CH3:25].